Regression. Given two drug SMILES strings and cell line genomic features, predict the synergy score measuring deviation from expected non-interaction effect. From a dataset of NCI-60 drug combinations with 297,098 pairs across 59 cell lines. (1) Synergy scores: CSS=63.0, Synergy_ZIP=-4.42, Synergy_Bliss=-10.0, Synergy_Loewe=-11.3, Synergy_HSA=-8.53. Drug 1: CC1=C2C(C(=O)C3(C(CC4C(C3C(C(C2(C)C)(CC1OC(=O)C(C(C5=CC=CC=C5)NC(=O)OC(C)(C)C)O)O)OC(=O)C6=CC=CC=C6)(CO4)OC(=O)C)OC)C)OC. Drug 2: C1=NC2=C(N1)C(=S)N=CN2. Cell line: MOLT-4. (2) Drug 1: CC1=C(C(CCC1)(C)C)C=CC(=CC=CC(=CC(=O)O)C)C. Drug 2: C1CN1C2=NC(=NC(=N2)N3CC3)N4CC4. Cell line: TK-10. Synergy scores: CSS=6.43, Synergy_ZIP=-5.78, Synergy_Bliss=-2.44, Synergy_Loewe=-7.70, Synergy_HSA=-2.23. (3) Drug 1: CCC1=CC2CC(C3=C(CN(C2)C1)C4=CC=CC=C4N3)(C5=C(C=C6C(=C5)C78CCN9C7C(C=CC9)(C(C(C8N6C)(C(=O)OC)O)OC(=O)C)CC)OC)C(=O)OC.C(C(C(=O)O)O)(C(=O)O)O. Drug 2: C1=NNC2=C1C(=O)NC=N2. Cell line: HCT116. Synergy scores: CSS=31.0, Synergy_ZIP=-1.40, Synergy_Bliss=-1.11, Synergy_Loewe=-44.5, Synergy_HSA=0.449.